From a dataset of Full USPTO retrosynthesis dataset with 1.9M reactions from patents (1976-2016). Predict the reactants needed to synthesize the given product. (1) Given the product [CH2:9]1[C:10]2([CH2:15][CH2:14][N:13]([C:16]3[CH:21]=[CH:20][C:19]([N:22]4[CH:31]=[CH:30][C:29]5[C:24](=[CH:25][CH:26]=[C:27]([O:32][CH2:33][C@@H:34]6[CH2:38][CH2:37][CH2:36][O:35]6)[CH:28]=5)[C:23]4=[O:39])=[CH:18][C:17]=3[O:41][CH3:42])[CH2:12]2)[CH2:11][NH:8]1, predict the reactants needed to synthesize it. The reactants are: C(OC([N:8]1[CH2:11][C:10]2([CH2:15][CH2:14][N:13]([C:16]3[CH:21]=[CH:20][C:19]([N:22]4[CH2:31][CH2:30][C:29]5[C:24](=[CH:25][CH:26]=[C:27]([O:32][CH2:33][C@@H:34]6[CH2:38][CH2:37][CH2:36][O:35]6)[CH:28]=5)[C:23]4=[O:39])=[CH:18][C:17]=3F)[CH2:12]2)[CH2:9]1)=O)(C)(C)C.[O:41]1CCC[C@H:42]1COC1C=C2C(=CC=1)C(=O)OCC2.C(OC(N1CC2(CCN(C3C=CC(N)=CC=3F)C2)C1)=O)(C)(C)C. (2) Given the product [CH3:1][O:2][C:3]1[CH:20]=[C:19]([O:21][CH3:22])[CH:18]=[CH:17][C:4]=1[C:5]([C:7]1[CH:8]=[CH:9][C:10]([CH2:30][CH2:29][O:28][C:23](=[O:27])[C:24]([CH3:26])=[CH2:25])=[CH:11][CH:12]=1)=[O:6], predict the reactants needed to synthesize it. The reactants are: [CH3:1][O:2][C:3]1[CH:20]=[C:19]([O:21][CH3:22])[CH:18]=[CH:17][C:4]=1[C:5]([C:7]1[CH:12]=[CH:11][C:10](OCCO)=[CH:9][CH:8]=1)=[O:6].[C:23]([O:28][C:29](=O)[C:30](C)=C)(=[O:27])[C:24]([CH3:26])=[CH2:25].C(N(CC)CC)C.O. (3) Given the product [F:12][C:13]1[CH:14]=[C:15]([CH:18]=[C:19]([F:22])[C:20]=1[O:9][C:6]1[CH:7]=[N:8][C:3]([C:2]([F:1])([F:10])[F:11])=[CH:4][CH:5]=1)[CH:16]=[O:17], predict the reactants needed to synthesize it. The reactants are: [F:1][C:2]([F:11])([F:10])[C:3]1[N:8]=[CH:7][C:6]([OH:9])=[CH:5][CH:4]=1.[F:12][C:13]1[CH:14]=[C:15]([CH:18]=[C:19]([F:22])[C:20]=1F)[CH:16]=[O:17]. (4) Given the product [F:1][C:2]([F:26])([F:25])[CH2:3][NH:4][C:5]([C:7]1([CH2:20][CH2:21][CH2:22][CH2:23][N:41]2[CH2:42][CH2:43][CH2:44][N:38]([C:33]3[CH:32]=[CH:31][C:30]4[C:35](=[CH:36][CH:37]=[C:28]([Cl:27])[CH:29]=4)[N:34]=3)[CH2:39][CH2:40]2)[C:19]2[CH:18]=[CH:17][CH:16]=[CH:15][C:14]=2[C:13]2[C:8]1=[CH:9][CH:10]=[CH:11][CH:12]=2)=[O:6], predict the reactants needed to synthesize it. The reactants are: [F:1][C:2]([F:26])([F:25])[CH2:3][NH:4][C:5]([C:7]1([CH2:20][CH2:21][CH2:22][CH2:23]Br)[C:19]2[CH:18]=[CH:17][CH:16]=[CH:15][C:14]=2[C:13]2[C:8]1=[CH:9][CH:10]=[CH:11][CH:12]=2)=[O:6].[Cl:27][C:28]1[CH:29]=[C:30]2[C:35](=[CH:36][CH:37]=1)[N:34]=[C:33]([N:38]1[CH2:44][CH2:43][CH2:42][NH:41][CH2:40][CH2:39]1)[CH:32]=[CH:31]2. (5) The reactants are: [NH2:1][C:2](=[S:14])[CH2:3][N:4]1[CH:8]=[C:7]([C:9]([O:11][CH2:12][CH3:13])=[O:10])[CH:6]=[N:5]1.Br[CH2:16][C:17]([C:19]1[CH:24]=[CH:23][C:22]([N+:25]([O-:27])=[O:26])=[CH:21][CH:20]=1)=O. Given the product [N+:25]([C:22]1[CH:23]=[CH:24][C:19]([C:17]2[N:1]=[C:2]([CH2:3][N:4]3[CH:8]=[C:7]([C:9]([O:11][CH2:12][CH3:13])=[O:10])[CH:6]=[N:5]3)[S:14][CH:16]=2)=[CH:20][CH:21]=1)([O-:27])=[O:26], predict the reactants needed to synthesize it.